Dataset: Retrosynthesis with 50K atom-mapped reactions and 10 reaction types from USPTO. Task: Predict the reactants needed to synthesize the given product. (1) Given the product CC1=C(C#N)C(c2ccc3c(c2)c(N)nn3C(=O)OC(C)(C)C)C(C#N)=C(C)N1, predict the reactants needed to synthesize it. The reactants are: CC(C)(C)OC(=O)OC(=O)OC(C)(C)C.CC1=C(C#N)C(c2ccc3[nH]nc(N)c3c2)C(C#N)=C(C)N1. (2) Given the product CN1CCN(Cc2ccnc(Nc3ncc(C#N)s3)c2)CCC1=O, predict the reactants needed to synthesize it. The reactants are: CN1CCNCCC1=O.N#Cc1cnc(Nc2cc(CCl)ccn2)s1.